Dataset: Catalyst prediction with 721,799 reactions and 888 catalyst types from USPTO. Task: Predict which catalyst facilitates the given reaction. Reactant: [Cl-].[CH2:2]([N+:6]1[CH:10]=[CH:9][N:8]([CH3:11])[CH:7]=1)[CH2:3][CH2:4][CH3:5].[F:12][B-:13]([F:16])([F:15])[F:14].[Na+]. Product: [F:12][B-:13]([F:16])([F:15])[F:14].[CH2:2]([N+:6]1[CH:10]=[CH:9][N:8]([CH3:11])[CH:7]=1)[CH2:3][CH2:4][CH3:5]. The catalyst class is: 2.